Regression. Given a peptide amino acid sequence and an MHC pseudo amino acid sequence, predict their binding affinity value. This is MHC class II binding data. From a dataset of Peptide-MHC class II binding affinity with 134,281 pairs from IEDB. (1) The binding affinity (normalized) is 0. The MHC is H-2-IAd with pseudo-sequence H-2-IAd. The peptide sequence is KFVGITYALTVVWLLVFACS. (2) The MHC is DRB1_1302 with pseudo-sequence DRB1_1302. The peptide sequence is DDVLAILPIEDLKAL. The binding affinity (normalized) is 0.400. (3) The peptide sequence is KTFEREYPTIKQKKP. The MHC is DRB5_0101 with pseudo-sequence DRB5_0101. The binding affinity (normalized) is 0.936. (4) The MHC is HLA-DQA10401-DQB10402 with pseudo-sequence HLA-DQA10401-DQB10402. The binding affinity (normalized) is 0.553. The peptide sequence is AAATKGTTVYGAFAA. (5) The peptide sequence is KCRAPGGAKKPLRPR. The MHC is DRB1_0301 with pseudo-sequence DRB1_0301. The binding affinity (normalized) is 0.281. (6) The peptide sequence is INEPTAAAIAYGLDK. The MHC is HLA-DQA10501-DQB10301 with pseudo-sequence HLA-DQA10501-DQB10301. The binding affinity (normalized) is 0.740.